From a dataset of Catalyst prediction with 721,799 reactions and 888 catalyst types from USPTO. Predict which catalyst facilitates the given reaction. Reactant: [NH2:1][C:2]1[CH:3]=[CH:4][C:5]([CH3:12])=[C:6]([NH:8][C:9](=[O:11])C)[CH:7]=1.[H-].[Na+].[CH3:15][O:16][C:17]([C:19]1OC(Cl)=[N:21][CH:20]=1)=[O:18]. Product: [CH3:15][O:16][C:17]([C:19]1[O:11][C:9]([NH:8][C:6]2[CH:7]=[C:2]([NH2:1])[CH:3]=[CH:4][C:5]=2[CH3:12])=[N:21][CH:20]=1)=[O:18]. The catalyst class is: 1.